From a dataset of Catalyst prediction with 721,799 reactions and 888 catalyst types from USPTO. Predict which catalyst facilitates the given reaction. Reactant: C([O:4][CH2:5][CH2:6][N:7]1[C:15]2[C:14]([CH3:16])=[C:13]([CH3:17])[N:12]=[C:11]([O:18][C:19]3[CH:24]=[CH:23][CH:22]=[CH:21][CH:20]=3)[C:10]=2[N:9]=[C:8]1[CH3:25])(=O)C.C(=O)([O-])[O-].[K+].[K+]. Product: [CH3:25][C:8]1[N:7]([CH2:6][CH2:5][OH:4])[C:15]2[C:14]([CH3:16])=[C:13]([CH3:17])[N:12]=[C:11]([O:18][C:19]3[CH:20]=[CH:21][CH:22]=[CH:23][CH:24]=3)[C:10]=2[N:9]=1. The catalyst class is: 5.